Dataset: Forward reaction prediction with 1.9M reactions from USPTO patents (1976-2016). Task: Predict the product of the given reaction. (1) The product is: [N:30]1([CH2:24][C:25]([NH:27][C:28]([N:13]2[CH2:14][CH2:15][N:10]3[C:9](=[O:16])[O:8][C:7]([C:1]4[CH:6]=[CH:5][CH:4]=[CH:3][CH:2]=4)([C:17]4[CH:18]=[CH:19][CH:20]=[CH:21][CH:22]=4)[CH:11]3[CH2:12]2)=[O:29])=[O:26])[CH2:31][CH:32]=[CH:33][CH2:34][CH2:35]1. Given the reactants [C:1]1([C:7]2([C:17]3[CH:22]=[CH:21][CH:20]=[CH:19][CH:18]=3)[CH:11]3[CH2:12][NH:13][CH2:14][CH2:15][N:10]3[C:9](=[O:16])[O:8]2)[CH:6]=[CH:5][CH:4]=[CH:3][CH:2]=1.Cl[CH2:24][C:25]([N:27]=[C:28]=[O:29])=[O:26].[NH:30]1[CH2:35][CH:34]=[CH:33][CH2:32][CH2:31]1.C(OCC)(=O)C, predict the reaction product. (2) Given the reactants F[C:2]1[CH:7]=[CH:6][CH:5]=[CH:4][C:3]=1[C:8](=O)[CH3:9].[C:11]([O:15][CH3:16])(=[O:14])[CH2:12][SH:13].C1CCN2C(=NCCC2)CC1, predict the reaction product. The product is: [CH3:9][C:8]1[C:3]2[CH:4]=[CH:5][CH:6]=[CH:7][C:2]=2[S:13][C:12]=1[C:11]([O:15][CH3:16])=[O:14]. (3) Given the reactants [Cl:1][C:2]1[CH:33]=[CH:32][CH:31]=[C:30]([C:34]([F:37])([F:36])[F:35])[C:3]=1[C:4]([N:6]1[C:14]2[C:9](=[CH:10][CH:11]=[C:12]([C:15]#[C:16][CH:17]=[O:18])[CH:13]=2)[C:8]([C:19]2[CH:28]=[CH:27][C:22]([C:23]([O:25][CH3:26])=[O:24])=[CH:21][C:20]=2[F:29])=[N:7]1)=[O:5].[CH3:38][Mg+].[Br-], predict the reaction product. The product is: [Cl:1][C:2]1[CH:33]=[CH:32][CH:31]=[C:30]([C:34]([F:36])([F:37])[F:35])[C:3]=1[C:4]([N:6]1[C:14]2[C:9](=[CH:10][CH:11]=[C:12]([C:15]#[C:16][CH:17]([OH:18])[CH3:38])[CH:13]=2)[C:8]([C:19]2[CH:28]=[CH:27][C:22]([C:23]([O:25][CH3:26])=[O:24])=[CH:21][C:20]=2[F:29])=[N:7]1)=[O:5]. (4) Given the reactants [CH3:1][O:2][C:3]1[CH:4]=[C:5]([NH:15][C:16]2[N:25]=[CH:24][C:23]3[CH2:22][CH2:21][CH2:20][CH:19](OS(C)(=O)=O)[C:18]=3[N:17]=2)[CH:6]=[CH:7][C:8]=1[N:9]1[CH:13]=[C:12]([CH3:14])[N:11]=[CH:10]1.[NH:31]1[CH2:36][CH2:35][CH2:34][CH2:33][CH2:32]1.C(N(CC)CC)C, predict the reaction product. The product is: [CH3:1][O:2][C:3]1[CH:4]=[C:5]([NH:15][C:16]2[N:25]=[CH:24][C:23]3[CH2:22][CH2:21][CH2:20][CH:19]([N:31]4[CH2:36][CH2:35][CH2:34][CH2:33][CH2:32]4)[C:18]=3[N:17]=2)[CH:6]=[CH:7][C:8]=1[N:9]1[CH:13]=[C:12]([CH3:14])[N:11]=[CH:10]1. (5) Given the reactants [Cl:1][C:2]1[CH:7]=[CH:6][CH:5]=[CH:4][C:3]=1[CH:8]([CH2:11][OH:12])[C:9]#[N:10].[C:13](OCC)(=[O:15])[CH3:14], predict the reaction product. The product is: [C:13]([O:12][CH2:11][CH:8]([C:3]1[CH:4]=[CH:5][CH:6]=[CH:7][C:2]=1[Cl:1])[C:9]#[N:10])(=[O:15])[CH3:14]. (6) The product is: [CH:1]1([O:6][C:10]2[S:11][CH:12]=[CH:13][CH:14]=2)[CH2:5][CH2:4][CH2:3][CH2:2]1. Given the reactants [CH:1]1([OH:6])[CH2:5][CH2:4][CH2:3][CH2:2]1.[H-].[Na+].Br[C:10]1[S:11][CH:12]=[CH:13][CH:14]=1.[C-]#N.[Na+], predict the reaction product. (7) The product is: [CH3:9][C:10]1[CH:16]=[CH:15][C:13]([NH:14][C:1]([C:3]2[CH:8]=[CH:7][N:6]=[CH:5][CH:4]=2)=[NH:2])=[CH:12][CH:11]=1. Given the reactants [C:1]([C:3]1[CH:8]=[CH:7][N:6]=[CH:5][CH:4]=1)#[N:2].[CH3:9][C:10]1[CH:16]=[CH:15][C:13]([NH2:14])=[CH:12][CH:11]=1.[K+].[Br-], predict the reaction product. (8) Given the reactants [CH3:1][N:2]1[C:10](OS(C(F)(F)F)(=O)=O)=[C:9]2[C:4]([CH2:5][N:6]([C:19]([O:21][C:22]([CH3:25])([CH3:24])[CH3:23])=[O:20])[CH2:7][CH2:8]2)=[N:3]1.[N:26]1[CH:31]=[CH:30][CH:29]=[CH:28][C:27]=1B1OC(C)(C)C(C)(C)O1.C(=O)([O-])[O-].[Cs+].[Cs+], predict the reaction product. The product is: [CH3:1][N:2]1[C:10]([C:27]2[CH:28]=[CH:29][CH:30]=[CH:31][N:26]=2)=[C:9]2[C:4]([CH2:5][N:6]([C:19]([O:21][C:22]([CH3:25])([CH3:24])[CH3:23])=[O:20])[CH2:7][CH2:8]2)=[N:3]1.